This data is from Catalyst prediction with 721,799 reactions and 888 catalyst types from USPTO. The task is: Predict which catalyst facilitates the given reaction. (1) Reactant: Cl[CH2:2][C:3]([N:5]1[CH2:10][CH2:9][CH:8]([S:11]([C:14]2[CH:19]=[CH:18][CH:17]=[C:16]([C:20]([F:23])([F:22])[F:21])[CH:15]=2)(=[O:13])=[O:12])[CH2:7][CH2:6]1)=[O:4].[CH:24]1([NH2:30])[CH2:29][CH2:28][CH2:27][CH2:26][CH2:25]1. Product: [CH:24]1([NH:30][CH2:2][C:3]([N:5]2[CH2:10][CH2:9][CH:8]([S:11]([C:14]3[CH:19]=[CH:18][CH:17]=[C:16]([C:20]([F:23])([F:22])[F:21])[CH:15]=3)(=[O:13])=[O:12])[CH2:7][CH2:6]2)=[O:4])[CH2:29][CH2:28][CH2:27][CH2:26][CH2:25]1. The catalyst class is: 23. (2) Reactant: C[O:2][C:3]([C:5]1[CH:6]=[CH:7][C:8]2[O:17][CH2:16][CH2:15][C:14]3[N:10]([N:11]=[C:12]([C:18]4[N:19]([CH2:23][C:24]([F:27])([F:26])[F:25])[N:20]=[CH:21][N:22]=4)[CH:13]=3)[C:9]=2[CH:28]=1)=[O:4].[OH-].[Li+]. Product: [F:26][C:24]([F:25])([F:27])[CH2:23][N:19]1[C:18]([C:12]2[CH:13]=[C:14]3[N:10]([N:11]=2)[C:9]2[CH:28]=[C:5]([C:3]([OH:4])=[O:2])[CH:6]=[CH:7][C:8]=2[O:17][CH2:16][CH2:15]3)=[N:22][CH:21]=[N:20]1. The catalyst class is: 38.